Dataset: Full USPTO retrosynthesis dataset with 1.9M reactions from patents (1976-2016). Task: Predict the reactants needed to synthesize the given product. (1) Given the product [F:1][C:2]1[CH:19]=[C:18]([N+:20]([O-:22])=[O:21])[CH:17]=[CH:16][C:3]=1[CH2:4][NH2:5], predict the reactants needed to synthesize it. The reactants are: [F:1][C:2]1[CH:19]=[C:18]([N+:20]([O-:22])=[O:21])[CH:17]=[CH:16][C:3]=1[CH2:4][N:5]1C(=O)C2C(=CC=CC=2)C1=O.O.NN.C(=O)(O)[O-].[K+]. (2) The reactants are: [C:1]([C:3]1([OH:16])[CH2:8][CH2:7][N:6]([C:9]([O:11][C:12]([CH3:15])([CH3:14])[CH3:13])=[O:10])[CH2:5][CH2:4]1)#[CH:2].C(N(CC)CC)C.[CH3:24][Si:25](Cl)([CH3:27])[CH3:26]. Given the product [C:1]([C:3]1([O:16][Si:25]([CH3:27])([CH3:26])[CH3:24])[CH2:8][CH2:7][N:6]([C:9]([O:11][C:12]([CH3:13])([CH3:15])[CH3:14])=[O:10])[CH2:5][CH2:4]1)#[CH:2], predict the reactants needed to synthesize it. (3) Given the product [C:1]([C:3]1[CH:4]=[C:5]([CH:35]=[CH:36][CH:37]=1)[C:6]([NH:8][C:9]1[C:10]([C:31]([F:33])([F:34])[F:32])=[C:11]2[C:17]([C@@H:18]3[CH2:23][CH2:22][N:21]([C:24](=[O:28])[CH:25]([CH3:27])[CH3:26])[CH2:20][C@@H:19]3[CH3:29])=[CH:16][N:15]([CH3:30])[C:12]2=[N:13][CH:14]=1)=[O:7])#[N:2], predict the reactants needed to synthesize it. The reactants are: [C:1]([C:3]1[CH:4]=[C:5]([CH:35]=[CH:36][CH:37]=1)[C:6]([NH:8][C:9]1[C:10]([C:31]([F:34])([F:33])[F:32])=[C:11]2[C:17]([CH:18]3[CH2:23][CH2:22][N:21]([C:24](=[O:28])[CH:25]([CH3:27])[CH3:26])[CH2:20][CH:19]3[CH3:29])=[CH:16][N:15]([CH3:30])[C:12]2=[N:13][CH:14]=1)=[O:7])#[N:2].CO.C(=O)=O. (4) Given the product [CH3:32][O:33][C:34]1[CH:35]=[C:36]([CH:39]=[CH:40][CH:41]=1)[CH2:37][NH:38][C:14]([C:12]1[S:13][C:9]([B:4]2[O:5][C:6]([CH3:7])([CH3:8])[C:2]([CH3:1])([CH3:17])[O:3]2)=[CH:10][CH:11]=1)=[O:16], predict the reactants needed to synthesize it. The reactants are: [CH3:1][C:2]1([CH3:17])[C:6]([CH3:8])([CH3:7])[O:5][B:4]([C:9]2[S:13][C:12]([C:14]([OH:16])=O)=[CH:11][CH:10]=2)[O:3]1.C1C=CC2N(O)N=NC=2C=1.C(Cl)CCl.[CH3:32][O:33][C:34]1[CH:35]=[C:36]([CH:39]=[CH:40][CH:41]=1)[CH2:37][NH2:38]. (5) Given the product [F:18][C:19]([F:25])([O:35][C:29]1[CH:28]=[C:27]([F:26])[C:32]([F:33])=[C:31]([F:34])[CH:30]=1)[CH:7]1[CH2:8][CH2:9][CH:10]([C:13]([O:15][CH2:16][CH3:17])=[O:14])[CH2:11][CH2:12]1, predict the reactants needed to synthesize it. The reactants are: S1CCCSC1=[C:7]1[CH2:12][CH2:11][CH:10]([C:13]([O:15][CH2:16][CH3:17])=[O:14])[CH2:9][CH2:8]1.[F:18][C:19]([F:25])(F)S(O)(=O)=O.[F:26][C:27]1[CH:28]=[C:29]([OH:35])[CH:30]=[C:31]([F:34])[C:32]=1[F:33].C(N(CC)CC)C.F.F.F.C(N(CC)CC)C.BrN1C(C)(C)C(=O)N(Br)C1=O.C(=O)([O-])O.[Na+]. (6) Given the product [Br:1][C:2]1[C:6]2[N:7]=[CH:8][N:9]=[C:10]([S:13][CH3:12])[C:5]=2[S:4][CH:3]=1, predict the reactants needed to synthesize it. The reactants are: [Br:1][C:2]1[C:6]2[N:7]=[CH:8][N:9]=[C:10](Cl)[C:5]=2[S:4][CH:3]=1.[CH3:12][S-:13].[Na+]. (7) The reactants are: C([O:8][C:9]1[CH:14]=[CH:13][C:12]([S:15]([NH:18][CH2:19][CH2:20][O:21][CH2:22][CH2:23][O:24][CH2:25][CH2:26][NH:27][C:28](=[O:34])[O:29][C:30]([CH3:33])([CH3:32])[CH3:31])(=[O:17])=[O:16])=[CH:11][CH:10]=1)C1C=CC=CC=1. Given the product [OH:8][C:9]1[CH:10]=[CH:11][C:12]([S:15]([NH:18][CH2:19][CH2:20][O:21][CH2:22][CH2:23][O:24][CH2:25][CH2:26][NH:27][C:28](=[O:34])[O:29][C:30]([CH3:32])([CH3:31])[CH3:33])(=[O:16])=[O:17])=[CH:13][CH:14]=1, predict the reactants needed to synthesize it. (8) Given the product [CH3:11][C:8]1[N:7]([CH2:12][C:13]2[C:22]3[C:21](=[CH:20][CH:19]=[CH:18][CH:17]=3)[CH:16]=[CH:15][CH:14]=2)[C:6]2[CH:5]=[C:4]([N:23]3[CH2:28][CH2:27][O:26][CH2:25][CH2:24]3)[CH:3]=[C:2]([C:31]3[NH:30][N:29]=[CH:33][CH:32]=3)[C:10]=2[N:9]=1, predict the reactants needed to synthesize it. The reactants are: Br[C:2]1[C:10]2[N:9]=[C:8]([CH3:11])[N:7]([CH2:12][C:13]3[C:22]4[C:17](=[CH:18][CH:19]=[CH:20][CH:21]=4)[CH:16]=[CH:15][CH:14]=3)[C:6]=2[CH:5]=[C:4]([N:23]2[CH2:28][CH2:27][O:26][CH2:25][CH2:24]2)[CH:3]=1.[NH:29]1[C:33](B(O)O)=[CH:32][CH:31]=[N:30]1.C([O-])([O-])=O.[Cs+].[Cs+].P(C(C)(C)C)(C(C)(C)C)C(C)(C)C. (9) Given the product [Si:17]([O:4][CH2:3][CH2:2][S:1][CH2:5][CH2:6][OH:7])([C:13]([CH3:16])([CH3:15])[CH3:14])([C:24]1[CH:25]=[CH:26][CH:27]=[CH:28][CH:29]=1)[C:18]1[CH:23]=[CH:22][CH:21]=[CH:20][CH:19]=1, predict the reactants needed to synthesize it. The reactants are: [S:1]([CH2:5][CH2:6][OH:7])[CH2:2][CH2:3][OH:4].N1C=CN=C1.[C:13]([Si:17](Cl)([C:24]1[CH:29]=[CH:28][CH:27]=[CH:26][CH:25]=1)[C:18]1[CH:23]=[CH:22][CH:21]=[CH:20][CH:19]=1)([CH3:16])([CH3:15])[CH3:14].C(OCC)(=O)C. (10) Given the product [CH3:1][Si:2]([C:5]#[C:6][C:7]1[CH:8]=[CH:9][C:10]([CH2:13][CH2:14][CH2:15][CH2:16][CH2:17][CH:18]=[O:19])=[CH:11][CH:12]=1)([CH3:3])[CH3:4], predict the reactants needed to synthesize it. The reactants are: [CH3:1][Si:2]([C:5]#[C:6][C:7]1[CH:12]=[CH:11][C:10]([CH2:13][CH2:14][CH2:15][CH2:16][CH2:17][C:18](OC)=[O:19])=[CH:9][CH:8]=1)([CH3:4])[CH3:3].[H-].C([Al+]CC(C)C)C(C)C.C1(C)C=CC=CC=1.C(O)(=O)C(C(C(O)=O)O)O.